From a dataset of Catalyst prediction with 721,799 reactions and 888 catalyst types from USPTO. Predict which catalyst facilitates the given reaction. (1) Reactant: [O:1]1[CH2:6][CH2:5][N:4]([C:7]2[C:8]3[N:9]([C:13]([C:28]4[CH:29]=[CH:30][C:31]([NH:34][C:35](=[O:41])[O:36][C:37]([CH3:40])([CH3:39])[CH3:38])=[N:32][CH:33]=4)=[C:14]([C:16]#[C:17][C:18]4[CH:27]=[CH:26][C:25]5[C:20](=[CH:21][CH:22]=[CH:23][CH:24]=5)[N:19]=4)[N:15]=3)[N:10]=[CH:11][CH:12]=2)[CH2:3][CH2:2]1.[H-].[Na+].[C:44]([O:48][C:49]([CH2:51]C(OC(C)(C)C)=O)=[O:50])([CH3:47])([CH3:46])[CH3:45].O. Product: [C:37]([O:36][C:35]([N:34]([C:31]1[CH:30]=[CH:29][C:28]([C:13]2[N:9]3[N:10]=[CH:11][CH:12]=[C:7]([N:4]4[CH2:5][CH2:6][O:1][CH2:2][CH2:3]4)[C:8]3=[N:15][C:14]=2[C:16]#[C:17][C:18]2[CH:27]=[CH:26][C:25]3[C:20](=[CH:21][CH:22]=[CH:23][CH:24]=3)[N:19]=2)=[CH:33][N:32]=1)[CH2:51][C:49]([O:48][C:44]([CH3:47])([CH3:46])[CH3:45])=[O:50])=[O:41])([CH3:38])([CH3:40])[CH3:39]. The catalyst class is: 3. (2) Reactant: Br[C:2](Br)=[CH:3][C:4]1[CH:8]=[CH:7][O:6][CH:5]=1.[Li]CCCC.CCCCCC.[CH3:21][Si:22](Cl)([CH3:24])[CH3:23]. Product: [O:6]1[CH:7]=[CH:8][C:4]([C:3]#[C:2][Si:22]([CH3:24])([CH3:23])[CH3:21])=[CH:5]1. The catalyst class is: 1.